Dataset: Reaction yield outcomes from USPTO patents with 853,638 reactions. Task: Predict the reaction yield, written as a fraction of the theoretical maximum amount of product (1.0 means a 100% yield; for example, 0.34 means a 34% yield). (1) The reactants are [Cl-].[CH3:2][O:3]C[P+](C1C=CC=CC=1)(C1C=CC=CC=1)C1C=CC=CC=1.C[Si]([N-][Si](C)(C)C)(C)C.[K+].[O:34]=[C:35]1[N:43]([CH2:44][CH2:45][CH3:46])[C:42]2[NH:41][C:40]([C:47]34[CH2:54][CH2:53][C:50]([CH:55]=O)([CH2:51][CH2:52]3)[CH2:49][CH2:48]4)=[N:39][C:38]=2[C:37](=[O:57])[N:36]1[CH2:58][CH2:59][CH3:60]. The yield is 0.750. The catalyst is C1COCC1. The product is [O:34]=[C:35]1[N:43]([CH2:44][CH2:45][CH3:46])[C:42]2[NH:41][C:40]([C:47]34[CH2:54][CH2:53][C:50]([CH2:55][CH:2]=[O:3])([CH2:51][CH2:52]3)[CH2:49][CH2:48]4)=[N:39][C:38]=2[C:37](=[O:57])[N:36]1[CH2:58][CH2:59][CH3:60]. (2) The reactants are [Br:1][C:2]1[CH:6]=[CH:5][S:4][C:3]=1[Cl:7].C([N-]C(C)C)(C)C.[Li+].CN([CH:19]=[O:20])C.C(O)(=O)CC(CC(O)=O)(C(O)=O)O. The catalyst is C1COCC1.C(OCC)(=O)C. The product is [Br:1][C:2]1[CH:6]=[C:5]([CH:19]=[O:20])[S:4][C:3]=1[Cl:7]. The yield is 0.928. (3) The reactants are [CH3:1][N:2]1[NH:6][CH:5]=[CH:4]O1.[Li]CCCC.[Mg+2].[Br-].[Br-].CC[O:17]CC.[O:20]([CH2:27][CH2:28][CH2:29][CH2:30][CH2:31][CH2:32][CH:33]=[O:34])[C:21]1[CH:26]=[CH:25][CH:24]=[CH:23][CH:22]=1. The catalyst is C1COCC1. The product is [O:20]([CH2:27][CH2:28][CH2:29][CH2:30][CH2:31][CH2:32][CH:33]([C:1]1[O:17][C:5]([CH3:4])=[N:6][N:2]=1)[OH:34])[C:21]1[CH:26]=[CH:25][CH:24]=[CH:23][CH:22]=1. The yield is 0.530. (4) The catalyst is C1COCC1. The reactants are [CH3:1][C:2]1[O:6][N:5]=[C:4]([C:7]2[CH:12]=[CH:11][CH:10]=[CH:9][CH:8]=2)[C:3]=1[CH2:13][OH:14].O[C:16]1[CH:21]=[CH:20][C:19]([Br:22])=[CH:18][N:17]=1.C1(P(C2C=CC=CC=2)C2C=CC=CC=2)C=CC=CC=1.N(C(OCC)=O)=NC(OCC)=O. The yield is 0.420. The product is [Br:22][C:19]1[CH:20]=[CH:21][C:16]([O:14][CH2:13][C:3]2[C:4]([C:7]3[CH:12]=[CH:11][CH:10]=[CH:9][CH:8]=3)=[N:5][O:6][C:2]=2[CH3:1])=[N:17][CH:18]=1. (5) The reactants are Br[C:2]1[CH:23]=[CH:22][C:5]([C:6]([NH:8][S:9]([C:12]2[CH:17]=[CH:16][CH:15]=[CH:14][C:13]=2[S:18](=[O:21])(=[O:20])[NH2:19])(=[O:11])=[O:10])=[O:7])=[CH:4][CH:3]=1.[CH2:24]([C:26]([OH:31])([CH2:29][CH3:30])[C:27]#[CH:28])[CH3:25].C(NC(C)C)(C)C. The catalyst is CN(C)C=O.Cl[Pd](Cl)([P](C1C=CC=CC=1)(C1C=CC=CC=1)C1C=CC=CC=1)[P](C1C=CC=CC=1)(C1C=CC=CC=1)C1C=CC=CC=1.[Cu]I. The product is [CH2:27]([C:26]([OH:31])([CH2:29][CH3:30])[C:24]#[C:25][C:2]1[CH:23]=[CH:22][C:5]([C:6]([NH:8][S:9]([C:12]2[CH:17]=[CH:16][CH:15]=[CH:14][C:13]=2[S:18](=[O:21])(=[O:20])[NH2:19])(=[O:11])=[O:10])=[O:7])=[CH:4][CH:3]=1)[CH3:28]. The yield is 0.270. (6) The reactants are Br[C:2]1[N:3]=[CH:4][C:5]([NH2:13])=[N:6][C:7]=1[C:8]1[O:9][CH:10]=[CH:11][CH:12]=1.[CH3:14][S:15][C:16]1[N:21]=[C:20]([Sn](C)(C)C)[CH:19]=[CH:18][N:17]=1. The catalyst is C1C=CC(P(C2C=CC=CC=2)C2C=CC=CC=2)=CC=1.C1C=CC(P(C2C=CC=CC=2)C2C=CC=CC=2)=CC=1.Cl[Pd]Cl.CN(C)C=O. The product is [O:9]1[CH:10]=[CH:11][CH:12]=[C:8]1[C:7]1[N:6]=[C:5]([NH2:13])[CH:4]=[N:3][C:2]=1[C:18]1[CH:19]=[CH:20][N:21]=[C:16]([S:15][CH3:14])[N:17]=1. The yield is 0.470. (7) The reactants are [CH2:1]([C@H:3]1[C@@H:7]([C:8]2[N:12]3[C:13]4[CH:19]=[CH:18][N:17](S(C5C=CC(C)=CC=5)(=O)=O)[C:14]=4[N:15]=[CH:16][C:11]3=[N:10][N:9]=2)[CH2:6][N:5]([C:30]([NH:32][CH2:33][C:34]([F:37])([F:36])[F:35])=[O:31])[CH2:4]1)[CH3:2].[OH-].[Na+]. The catalyst is O1CCOCC1. The product is [CH2:1]([C@H:3]1[C@@H:7]([C:8]2[N:12]3[C:13]4[CH:19]=[CH:18][NH:17][C:14]=4[N:15]=[CH:16][C:11]3=[N:10][N:9]=2)[CH2:6][N:5]([C:30]([NH:32][CH2:33][C:34]([F:37])([F:36])[F:35])=[O:31])[CH2:4]1)[CH3:2]. The yield is 0.140. (8) The reactants are [Br:1][C:2]1[CH:3]=[C:4]([S:8]([NH2:11])(=[O:10])=[O:9])[CH:5]=[CH:6][CH:7]=1.[C:12](OC(=O)C)(=[O:14])[CH3:13]. The catalyst is N1C=CC=CC=1.CN(C1C=CN=CC=1)C.C(OCC)(=O)C. The product is [Br:1][C:2]1[CH:3]=[C:4]([S:8]([NH:11][C:12](=[O:14])[CH3:13])(=[O:9])=[O:10])[CH:5]=[CH:6][CH:7]=1. The yield is 0.510. (9) The reactants are [C:1](=O)([O-])[NH2:2].[CH:5]([C@@H:7]1[CH2:12][CH2:11][CH2:10][CH2:9][C@@H:8]1[NH:13][C:14](=[O:20])[O:15][C:16]([CH3:19])([CH3:18])[CH3:17])=O.C(O[BH-](O[C:31](=O)[CH3:32])OC(=O)C)(=O)C.[Na+].[C:35](=O)(O)[O-].[Na+]. The catalyst is ClC(Cl)C. The product is [CH3:35][CH:31]([CH3:32])[CH2:1][NH:2][CH2:5][C@@H:7]1[CH2:12][CH2:11][CH2:10][CH2:9][C@@H:8]1[NH:13][C:14](=[O:20])[O:15][C:16]([CH3:19])([CH3:18])[CH3:17]. The yield is 0.400. (10) The product is [CH3:1][O:2][C:3]1[CH:4]=[C:5]2[C:10](=[CH:11][C:12]=1[O:13][CH3:14])[N:9]=[CH:8][CH:7]=[C:6]2[O:15][C:16]1[CH:22]=[CH:21][C:19]([NH:20][C:29](=[O:35])[O:30][CH2:31][C:43]2[CH:42]=[CH:41][CH:40]=[C:39]([O:38][CH3:37])[CH:44]=2)=[C:18]([CH3:23])[C:17]=1[CH3:24]. The reactants are [CH3:1][O:2][C:3]1[CH:4]=[C:5]2[C:10](=[CH:11][C:12]=1[O:13][CH3:14])[N:9]=[CH:8][CH:7]=[C:6]2[O:15][C:16]1[CH:22]=[CH:21][C:19]([NH2:20])=[C:18]([CH3:23])[C:17]=1[CH3:24].ClC(Cl)(O[C:29](=[O:35])[O:30][C:31](Cl)(Cl)Cl)Cl.[CH3:37][O:38][C:39]1[CH:40]=[C:41](CO)[CH:42]=[CH:43][CH:44]=1.C(=O)(O)[O-].[Na+]. The catalyst is C(Cl)Cl.C(N(CC)CC)C.C1(C)C=CC=CC=1. The yield is 0.840.